From a dataset of Catalyst prediction with 721,799 reactions and 888 catalyst types from USPTO. Predict which catalyst facilitates the given reaction. (1) Reactant: [CH:1]12[CH2:7][CH:4]([CH2:5][CH2:6]1)[CH:3]=[CH:2]2.[CH2:8]([OH:12])[CH2:9][CH:10]=[CH2:11]. Product: [CH:6]([C@H:1]1[CH2:7][CH2:4][C@@H:3]([CH:11]=[CH:10][CH2:9][CH2:8][OH:12])[CH2:2]1)=[CH2:5]. The catalyst class is: 4. (2) Reactant: [Li+].[OH-].[Cl:3][C:4]1[CH:32]=[CH:31][C:7]2[N:8]([C:18]([C:20]3[CH:21]=[CH:22][C:23]4[O:28][CH2:27][C:26](=[O:29])[NH:25][C:24]=4[CH:30]=3)=[O:19])[C@@H:9]([CH2:12][C:13]([O:15]CC)=[O:14])[CH2:10][O:11][C:6]=2[CH:5]=1.CCOC(C)=O. Product: [Cl:3][C:4]1[CH:32]=[CH:31][C:7]2[N:8]([C:18]([C:20]3[CH:21]=[CH:22][C:23]4[O:28][CH2:27][C:26](=[O:29])[NH:25][C:24]=4[CH:30]=3)=[O:19])[C@@H:9]([CH2:12][C:13]([OH:15])=[O:14])[CH2:10][O:11][C:6]=2[CH:5]=1. The catalyst class is: 90. (3) Reactant: C1(C)C=CC=CC=1.[F:8][C:9]1[CH:14]=[CH:13][C:12]([C@:15]2(O)[CH2:20][CH2:19][N:18]([C:21]([O:23][C:24]([CH3:27])([CH3:26])[CH3:25])=[O:22])[CH2:17][C@H:16]2[O:28][C:29](=[O:34])[C:30]([CH3:33])([CH3:32])[CH3:31])=[CH:11][CH:10]=1.C([N+](CC)(CC)S(NC(=O)OC)(=O)=O)C. Product: [F:8][C:9]1[CH:10]=[CH:11][C:12]([C:15]2[C@H:16]([O:28][C:29](=[O:34])[C:30]([CH3:31])([CH3:32])[CH3:33])[CH2:17][N:18]([C:21]([O:23][C:24]([CH3:27])([CH3:26])[CH3:25])=[O:22])[CH2:19][CH:20]=2)=[CH:13][CH:14]=1. The catalyst class is: 13. (4) Reactant: [OH:1][C:2]1[CH:7]=[CH:6][C:5]([CH2:8][C:9]([O:11][CH3:12])=[O:10])=[CH:4][C:3]=1[O:13][CH3:14].C(N(C(C)C)CC)(C)C.Cl[CH2:25][O:26][CH3:27]. Product: [CH3:14][O:13][C:3]1[CH:4]=[C:5]([CH2:8][C:9]([O:11][CH3:12])=[O:10])[CH:6]=[CH:7][C:2]=1[O:1][CH2:25][O:26][CH3:27]. The catalyst class is: 2. (5) Reactant: Cl.[NH:2]1[C:10]2[C:5](=[CH:6][CH:7]=[CH:8][CH:9]=2)[C:4]([CH2:11][C@H:12]([C:14]2[S:15][CH:16]=[C:17]([C:19]3[CH:24]=[CH:23][CH:22]=[CH:21][CH:20]=3)[N:18]=2)[NH2:13])=[CH:3]1.[CH3:25][CH2:26][CH2:27][CH2:28][C:29](=O)[CH2:30][CH2:31][CH2:32][CH3:33]. The catalyst class is: 51. Product: [CH2:28]([C:29]1([CH2:30][CH2:31][CH2:32][CH3:33])[C:3]2[NH:2][C:10]3[C:5](=[CH:6][CH:7]=[CH:8][CH:9]=3)[C:4]=2[CH2:11][C@H:12]([C:14]2[S:15][CH:16]=[C:17]([C:19]3[CH:24]=[CH:23][CH:22]=[CH:21][CH:20]=3)[N:18]=2)[NH:13]1)[CH2:27][CH2:26][CH3:25]. (6) Product: [OH:17][C:4]1[C:3]([NH:2][N:18]=[C:24]2[C:25](=[O:41])[N:26]([C:28]3[CH:29]=[C:30]4[C:34](=[CH:35][CH:36]=3)[C:33]([CH3:38])([CH3:37])[CH2:32][C:31]4([CH3:40])[CH3:39])[N:27]=[C:23]2[CH3:22])=[CH:8][CH:7]=[CH:6][C:5]=1[C:9]1[O:13][C:12]([C:14]([OH:16])=[O:15])=[CH:11][CH:10]=1. Reactant: Br.[NH2:2][C:3]1[C:4]([OH:17])=[C:5]([C:9]2[O:13][C:12]([C:14]([OH:16])=[O:15])=[CH:11][CH:10]=2)[CH:6]=[CH:7][CH:8]=1.[N:18]([O-])=O.[Na+].[CH3:22][C:23]1[CH2:24][C:25](=[O:41])[N:26]([C:28]2[CH:29]=[C:30]3[C:34](=[CH:35][CH:36]=2)[C:33]([CH3:38])([CH3:37])[CH2:32][C:31]3([CH3:40])[CH3:39])[N:27]=1.C(=O)(O)[O-].[Na+]. The catalyst class is: 33. (7) Reactant: F[C:2]1[C:7]([C:8]2[C:17]3[C:12](=[CH:13][C:14]([S:18]([NH:21][C:22]4[S:23][CH:24]=[CH:25][N:26]=4)(=[O:20])=[O:19])=[CH:15][CH:16]=3)[CH:11]=[CH:10][N:9]=2)=[CH:6][C:5]([CH3:27])=[CH:4][N:3]=1.C([N:35]1[CH2:40][CH2:39][CH:38]([OH:41])[CH2:37][CH2:36]1)(OC(C)(C)C)=O.[H-].[Na+]. The catalyst class is: 3. Product: [CH3:27][C:5]1[CH:6]=[C:7]([C:8]2[C:17]3[C:12](=[CH:13][C:14]([S:18]([NH:21][C:22]4[S:23][CH:24]=[CH:25][N:26]=4)(=[O:20])=[O:19])=[CH:15][CH:16]=3)[CH:11]=[CH:10][N:9]=2)[C:2]([O:41][CH:38]2[CH2:39][CH2:40][NH:35][CH2:36][CH2:37]2)=[N:3][CH:4]=1. (8) Reactant: [Br:1][C:2]1[CH:7]=[C:6]([Cl:8])[C:5]([S:9]([N:12]([CH2:14][C:15]2[O:19][CH:18]=[C:17]([C:20]([OH:22])=O)[CH:16]=2)[CH3:13])(=[O:11])=[O:10])=[C:4]([Cl:23])[CH:3]=1.CCN=C=NCCCN(C)C.C1C=NC2N(O)N=NC=2C=1.[NH:45]1[CH2:49][CH2:48][N:47]=[C:46]1[C:50]1[CH:55]=[CH:54][C:53]([CH2:56][CH2:57][NH2:58])=[CH:52][CH:51]=1.Cl.CCN(C(C)C)C(C)C. Product: [Br:1][C:2]1[CH:7]=[C:6]([Cl:8])[C:5]([S:9]([N:12]([CH2:14][C:15]2[O:19][CH:18]=[C:17]([C:20]([NH:58][CH2:57][CH2:56][C:53]3[CH:54]=[CH:55][C:50]([C:46]4[NH:47][CH2:48][CH2:49][N:45]=4)=[CH:51][CH:52]=3)=[O:22])[CH:16]=2)[CH3:13])(=[O:10])=[O:11])=[C:4]([Cl:23])[CH:3]=1. The catalyst class is: 85.